From a dataset of Forward reaction prediction with 1.9M reactions from USPTO patents (1976-2016). Predict the product of the given reaction. (1) Given the reactants [C:1](#[N:3])[CH3:2].C([Li])(C)(C)C.[CH:9]1[C:18]2[C:13](=[CH:14][C:15]([C:19]([O:21]C)=O)=[CH:16][CH:17]=2)[CH:12]=[CH:11][N:10]=1, predict the reaction product. The product is: [CH:9]1[C:18]2[C:13](=[CH:14][C:15]([C:19](=[O:21])[CH2:2][C:1]#[N:3])=[CH:16][CH:17]=2)[CH:12]=[CH:11][N:10]=1. (2) The product is: [CH2:1]([O:8][C:9](=[O:10])[N:11]([C:26]1[CH:31]=[CH:30][C:29]([Br:32])=[CH:28][CH:27]=1)[CH2:12][CH2:13][F:33])[C:2]1[CH:7]=[CH:6][CH:5]=[CH:4][CH:3]=1. Given the reactants [CH2:1]([O:8][C:9]([N:11]([C:26]1[CH:31]=[CH:30][C:29]([Br:32])=[CH:28][CH:27]=1)[CH2:12][CH2:13]OS(CC1C=CC(C)=CC=1)(=O)=O)=[O:10])[C:2]1[CH:7]=[CH:6][CH:5]=[CH:4][CH:3]=1.[F-:33].C([N+](CCCC)(CCCC)CCCC)CCC, predict the reaction product. (3) The product is: [F:1][C:2]1[CH:7]=[CH:6][C:5]([NH:8][S:9]([C:12]2[CH:13]=[C:14]([C:18]#[C:19][CH:20]([N:22]([OH:23])[C:24](=[O:26])[CH3:25])[CH3:21])[CH:15]=[CH:16][CH:17]=2)(=[O:10])=[O:11])=[CH:4][CH:3]=1. Given the reactants [F:1][C:2]1[CH:7]=[CH:6][C:5]([NH:8][S:9]([C:12]2[CH:17]=[CH:16][CH:15]=[C:14]([C:18]#[C:19][CH:20]([NH:22][OH:23])[CH3:21])[CH:13]=2)(=[O:11])=[O:10])=[CH:4][CH:3]=1.[C:24](Cl)(=[O:26])[CH3:25].Cl, predict the reaction product. (4) Given the reactants [Cl:1][C:2]1[CH:7]=[C:6]([F:8])[C:5]([CH2:9][NH2:10])=[C:4]([F:11])[CH:3]=1.[Br:12][C:13]1[CH:14]=[CH:15][C:16]2[N:17]([CH:19]=[C:20]([C:22](OCC)=[O:23])[N:21]=2)[CH:18]=1, predict the reaction product. The product is: [Br:12][C:13]1[CH:14]=[CH:15][C:16]2[N:17]([CH:19]=[C:20]([C:22]([NH:10][CH2:9][C:5]3[C:4]([F:11])=[CH:3][C:2]([Cl:1])=[CH:7][C:6]=3[F:8])=[O:23])[N:21]=2)[CH:18]=1. (5) Given the reactants [NH2:1][C:2]1[CH:3]=[C:4]([S:8]([NH2:11])(=[O:10])=[O:9])[CH:5]=[CH:6][CH:7]=1.N1C=CC=CC=1.[F:18][C:19]1[CH:27]=[CH:26][C:25]([F:28])=[CH:24][C:20]=1[C:21](Cl)=[O:22], predict the reaction product. The product is: [F:18][C:19]1[CH:27]=[CH:26][C:25]([F:28])=[CH:24][C:20]=1[C:21]([NH:1][C:2]1[CH:7]=[CH:6][CH:5]=[C:4]([S:8](=[O:9])(=[O:10])[NH2:11])[CH:3]=1)=[O:22].